From a dataset of Full USPTO retrosynthesis dataset with 1.9M reactions from patents (1976-2016). Predict the reactants needed to synthesize the given product. (1) Given the product [CH2:1]([O:8][C:9]1[C:10](=[O:18])[N:11]([CH3:17])[C:12]([CH:26]=[O:27])=[C:13]([Br:15])[CH:14]=1)[C:2]1[CH:7]=[CH:6][CH:5]=[CH:4][CH:3]=1, predict the reactants needed to synthesize it. The reactants are: [CH2:1]([O:8][C:9]1[C:10](=[O:18])[N:11]([CH3:17])[C:12](Br)=[C:13]([Br:15])[CH:14]=1)[C:2]1[CH:7]=[CH:6][CH:5]=[CH:4][CH:3]=1.C([Mg]Cl)(C)C.CN(C1C=CC=CN=1)[CH:26]=[O:27]. (2) Given the product [CH3:5][C:6]1[CH:26]=[C:25]([C:27]2[C:31]([CH:32]=[O:33])=[C:30]([O:36][CH3:37])[N:29]([CH3:35])[N:28]=2)[CH:24]=[CH:23][C:7]=1[O:8][CH2:9][C:10]1[CH:15]=[CH:14][CH:13]=[CH:12][C:11]=1[N:16]1[C:20](=[O:21])[N:19]([CH3:22])[N:18]=[N:17]1, predict the reactants needed to synthesize it. The reactants are: CO.[H-].[Na+].[CH3:5][C:6]1[CH:26]=[C:25]([C:27]2[C:31]([CH:32]=[O:33])=[C:30](Cl)[N:29]([CH3:35])[N:28]=2)[CH:24]=[CH:23][C:7]=1[O:8][CH2:9][C:10]1[CH:15]=[CH:14][CH:13]=[CH:12][C:11]=1[N:16]1[C:20](=[O:21])[N:19]([CH3:22])[N:18]=[N:17]1.[O:36]1CCC[CH2:37]1. (3) The reactants are: [NH2:1][CH2:2][CH2:3][NH:4][C:5]([CH:7]1[CH2:12][CH2:11][N:10]([C:13]2[C:18]([Cl:19])=[CH:17][N:16]=[CH:15][C:14]=2[Cl:20])[CH2:9][CH2:8]1)=[O:6].[CH3:21][O:22][C:23]1[CH:24]=[CH:25][C:26]([CH:29]=O)=[CH:27][CH:28]=1.C([BH3-])#N.[Na+]. Given the product [Cl:19][C:18]1[CH:17]=[N:16][CH:15]=[C:14]([Cl:20])[C:13]=1[N:10]1[CH2:9][CH2:8][CH:7]([C:5]([NH:4][CH2:3][CH2:2][NH:1][CH2:29][C:26]2[CH:25]=[CH:24][C:23]([O:22][CH3:21])=[CH:28][CH:27]=2)=[O:6])[CH2:12][CH2:11]1, predict the reactants needed to synthesize it.